This data is from Reaction yield outcomes from USPTO patents with 853,638 reactions. The task is: Predict the reaction yield, written as a fraction of the theoretical maximum amount of product (1.0 means a 100% yield; for example, 0.34 means a 34% yield). (1) The reactants are [C:1]1([C:7]2[CH:8]=[C:9]([OH:13])[CH:10]=[CH:11][CH:12]=2)[CH:6]=[CH:5][CH:4]=[CH:3][CH:2]=1.C1(=O)O[CH2:17][CH2:16][O:15]1. The catalyst is CN(C=O)C. The product is [C:1]1([C:7]2[CH:8]=[C:9]([CH:10]=[CH:11][CH:12]=2)[O:13][CH2:17][CH2:16][OH:15])[CH:2]=[CH:3][CH:4]=[CH:5][CH:6]=1. The yield is 0.860. (2) The reactants are [F:1][C:2]1[CH:7]=[CH:6][C:5]([CH2:8][C:9]2[CH:18]=[C:17]3[C:12]([C:13]([OH:26])=[C:14]([C:21]([O:23]CC)=O)[C:15](=[O:20])[N:16]3[CH3:19])=[N:11][CH:10]=2)=[CH:4][CH:3]=1.[S:27]1[CH:31]=[CH:30][N:29]=[C:28]1[CH2:32][NH2:33]. No catalyst specified. The product is [F:1][C:2]1[CH:7]=[CH:6][C:5]([CH2:8][C:9]2[CH:18]=[C:17]3[C:12]([C:13]([OH:26])=[C:14]([C:21]([NH:33][CH2:32][C:28]4[S:27][CH:31]=[CH:30][N:29]=4)=[O:23])[C:15](=[O:20])[N:16]3[CH3:19])=[N:11][CH:10]=2)=[CH:4][CH:3]=1. The yield is 0.980. (3) The reactants are CN1CCOCC1.[N:8]1([C:13]2[CH:18]=[CH:17][C:16]([C:19]3([C:22]([OH:24])=O)[CH2:21][CH2:20]3)=[CH:15][CH:14]=2)[CH:12]=[CH:11][CH:10]=[N:9]1.Cl.Cl.[NH:27]1[CH2:31][CH2:30][C:29]2([C:39]3[CH:38]=[CH:37][N:36]=[CH:35][C:34]=3[C:33](=[O:40])[O:32]2)[CH2:28]1.F[P-](F)(F)(F)(F)F.N1(O[P+](N(C)C)(N(C)C)N(C)C)C2C=CC=CC=2N=N1.C(O)(C(F)(F)F)=O. The catalyst is CN(C=O)C. The product is [N:8]1([C:13]2[CH:14]=[CH:15][C:16]([C:19]3([C:22]([N:27]4[CH2:31][CH2:30][C@@:29]5([C:39]6[CH:38]=[CH:37][N:36]=[CH:35][C:34]=6[C:33](=[O:40])[O:32]5)[CH2:28]4)=[O:24])[CH2:20][CH2:21]3)=[CH:17][CH:18]=2)[CH:12]=[CH:11][CH:10]=[N:9]1. The yield is 0.300. (4) The reactants are [Cl:1][C:2]1[CH:9]=[CH:8][CH:7]=[C:6]([OH:10])[C:3]=1[CH:4]=O.[Cl:11][C:12]1[CH:21]=[CH:20][C:15]([C:16]([NH:18][NH2:19])=[O:17])=[CH:14][CH:13]=1.O. The catalyst is CCO. The product is [Cl:1][C:2]1[CH:9]=[CH:8][CH:7]=[C:6]([OH:10])[C:3]=1[CH:4]=[N:19][NH:18][C:16](=[O:17])[C:15]1[CH:14]=[CH:13][C:12]([Cl:11])=[CH:21][CH:20]=1. The yield is 0.950. (5) The reactants are [C:1](OC(=O)C)(=[O:3])[CH3:2].[NH2:8][C@@H:9]1[CH2:14][CH2:13][CH2:12][C@H:11]([C:15]([O:17][CH3:18])=[O:16])[CH2:10]1. The catalyst is N1C=CC=CC=1. The product is [C:1]([NH:8][C@@H:9]1[CH2:14][CH2:13][CH2:12][C@H:11]([C:15]([O:17][CH3:18])=[O:16])[CH2:10]1)(=[O:3])[CH3:2]. The yield is 0.690. (6) The reactants are [C:1]([O:4][C:5]1[CH:20]=[C:19]([NH2:21])[CH:18]=[CH:17][C:6]=1[C:7]([O:9][CH2:10][C:11]1[CH:16]=[CH:15][CH:14]=[CH:13][CH:12]=1)=[O:8])(=[O:3])[CH3:2].N1C=CC=CC=1.[C:28]1([S:38](Cl)(=[O:40])=[O:39])[C:37]2[C:32](=[CH:33][CH:34]=[CH:35][CH:36]=2)[CH:31]=[CH:30][CH:29]=1.C(O)(C(F)(F)F)=O. The catalyst is CC#N. The product is [C:1]([O:4][C:5]1[CH:20]=[C:19]([NH:21][S:38]([C:28]2[C:37]3[C:32](=[CH:33][CH:34]=[CH:35][CH:36]=3)[CH:31]=[CH:30][CH:29]=2)(=[O:40])=[O:39])[CH:18]=[CH:17][C:6]=1[C:7]([O:9][CH2:10][C:11]1[CH:16]=[CH:15][CH:14]=[CH:13][CH:12]=1)=[O:8])(=[O:3])[CH3:2]. The yield is 0.390.